This data is from Reaction yield outcomes from USPTO patents with 853,638 reactions. The task is: Predict the reaction yield, written as a fraction of the theoretical maximum amount of product (1.0 means a 100% yield; for example, 0.34 means a 34% yield). (1) The reactants are [F-].C([N+](CCCC)(CCCC)CCCC)CCC.[CH3:19][C:20]1[CH:27]=[CH:26][C:23]([CH:24]=[O:25])=[CH:22][CH:21]=1.[Si]([C:32]([F:35])([F:34])[F:33])(C)(C)C.Cl. The catalyst is C1COCC1. The product is [CH3:19][C:20]1[CH:27]=[CH:26][C:23]([CH:24]([OH:25])[C:32]([F:35])([F:34])[F:33])=[CH:22][CH:21]=1. The yield is 0.860. (2) The reactants are [F:1][C:2]1[CH:3]=[CH:4][C:5]2[CH2:11][S:10](=[O:13])(=[O:12])[NH:9][N:8]=[C:7]([C:14]3[CH:19]=[CH:18][C:17]([F:20])=[CH:16][CH:15]=3)[C:6]=2[CH:21]=1.[CH2:22](Br)[C:23]1[CH:28]=[CH:27][CH:26]=[CH:25][CH:24]=1. No catalyst specified. The product is [CH2:22]([N:9]1[N:8]=[C:7]([C:14]2[CH:19]=[CH:18][C:17]([F:20])=[CH:16][CH:15]=2)[C:6]2[CH:21]=[C:2]([F:1])[CH:3]=[CH:4][C:5]=2[CH2:11][S:10]1(=[O:12])=[O:13])[C:23]1[CH:28]=[CH:27][CH:26]=[CH:25][CH:24]=1. The yield is 0.900. (3) The reactants are [CH2:1]([N:8]1[C:13](=[O:14])[C:12]2[C:15]([CH3:18])=[N:16][S:17][C:11]=2[N:10]=[C:9]1[CH2:19][CH2:20][CH3:21])[C:2]1[CH:7]=[CH:6][CH:5]=[CH:4][CH:3]=1.C([O-])(=O)C.[Na+].[Br:27]Br.CCOC(C)=O. The catalyst is C(O)(=O)C. The product is [CH2:1]([N:8]1[C:13](=[O:14])[C:12]2[C:15]([CH3:18])=[N:16][S:17][C:11]=2[N:10]=[C:9]1[CH:19]([Br:27])[CH2:20][CH3:21])[C:2]1[CH:3]=[CH:4][CH:5]=[CH:6][CH:7]=1. The yield is 1.00. (4) The yield is 0.180. No catalyst specified. The product is [CH3:10][C:11]1[C:15]([CH2:16][N:17]2[CH:21]=[C:20]([NH:22][C:6]([C:2]3[NH:1][CH:5]=[CH:4][CH:3]=3)=[O:8])[CH:19]=[N:18]2)=[C:14]([CH3:23])[O:13][N:12]=1. The reactants are [NH:1]1[CH:5]=[CH:4][CH:3]=[C:2]1[C:6]([OH:8])=O.Cl.[CH3:10][C:11]1[C:15]([CH2:16][N:17]2[CH:21]=[C:20]([NH2:22])[CH:19]=[N:18]2)=[C:14]([CH3:23])[O:13][N:12]=1. (5) The reactants are Br[C:2]1[CH:7]=[CH:6][C:5]([C@H:8]([C:20]2[CH:25]=[CH:24][CH:23]=[CH:22][C:21]=2[CH3:26])[CH2:9][C:10]([C:12]2[CH:13]=[CH:14][C:15](=[O:19])[N:16]([CH3:18])[CH:17]=2)=[O:11])=[CH:4][CH:3]=1.[C:27]([C:30]1[CH:35]=[CH:34][C:33](B(O)O)=[CH:32][CH:31]=1)([OH:29])=[O:28].O.C(=O)([O-])[O-].[Na+].[Na+]. The catalyst is O1CCOCC1.ClCCl.Cl[Pd]Cl.C1(P(C2C=CC=CC=2)[C-]2C=CC=C2)C=CC=CC=1.[C-]1(P(C2C=CC=CC=2)C2C=CC=CC=2)C=CC=C1.[Fe+2]. The product is [CH3:18][N:16]1[C:15](=[O:19])[CH:14]=[CH:13][C:12]([C:10](=[O:11])[CH2:9][C@H:8]([C:5]2[CH:4]=[CH:3][C:2]([C:33]3[CH:34]=[CH:35][C:30]([C:27]([OH:29])=[O:28])=[CH:31][CH:32]=3)=[CH:7][CH:6]=2)[C:20]2[CH:25]=[CH:24][CH:23]=[CH:22][C:21]=2[CH3:26])=[CH:17]1. The yield is 0.880. (6) The reactants are Cl[CH2:2][CH2:3][S:4](Cl)(=[O:6])=[O:5].N1C=CC=CC=1.[CH3:14][CH:15]([OH:17])[CH3:16]. The catalyst is C(Cl)Cl. The product is [CH:3]([S:4]([O:17][CH:15]([CH3:16])[CH3:14])(=[O:6])=[O:5])=[CH2:2]. The yield is 0.847. (7) The reactants are [C:1]([NH2:5])([CH3:4])([CH3:3])[CH3:2].CN(C(ON1N=NC2C=CC=NC1=2)=[N+](C)C)C.F[P-](F)(F)(F)(F)F.CCN(C(C)C)C(C)C.[Si]([O:46][CH2:47][CH2:48][N:49]([C:54]1[C:73]([C:74]2[CH:75]=[C:76]([CH:80]=[CH:81][CH:82]=2)[C:77](O)=[O:78])=[CH:72][C:57]2[C:58]([C:68](=[O:71])[NH:69][CH3:70])=[C:59]([C:61]3[CH:66]=[CH:65][C:64]([F:67])=[CH:63][CH:62]=3)[O:60][C:56]=2[CH:55]=1)[S:50]([CH3:53])(=[O:52])=[O:51])(C(C)(C)C)(C)C. The catalyst is CN(C=O)C.CCOC(C)=O. The product is [C:1]([NH:5][C:77]([C:76]1[CH:75]=[C:74]([C:73]2[C:54]([N:49]([CH2:48][CH2:47][OH:46])[S:50]([CH3:53])(=[O:51])=[O:52])=[CH:55][C:56]3[O:60][C:59]([C:61]4[CH:66]=[CH:65][C:64]([F:67])=[CH:63][CH:62]=4)=[C:58]([C:68]([NH:69][CH3:70])=[O:71])[C:57]=3[CH:72]=2)[CH:82]=[CH:81][CH:80]=1)=[O:78])([CH3:4])([CH3:3])[CH3:2]. The yield is 0.230.